This data is from Reaction yield outcomes from USPTO patents with 853,638 reactions. The task is: Predict the reaction yield, written as a fraction of the theoretical maximum amount of product (1.0 means a 100% yield; for example, 0.34 means a 34% yield). (1) The reactants are [C:1]([NH:5][C:6]([C:8]1[C:16]2[C:11](=[N:12][CH:13]=[C:14]([C:17]3[C:25]4[C:20](=[CH:21][CH:22]=[C:23]([O:26][CH:27]([F:29])[F:28])[CH:24]=4)[N:19]([CH2:30][CH2:31][CH2:32][N:33]([CH3:35])[CH3:34])[N:18]=3)[N:15]=2)[N:10](COCC[Si](C)(C)C)[CH:9]=1)=[O:7])([CH3:4])([CH3:3])[CH3:2].C(O)(C(F)(F)F)=O. The catalyst is ClCCl. The product is [C:1]([NH:5][C:6]([C:8]1[C:16]2[C:11](=[N:12][CH:13]=[C:14]([C:17]3[C:25]4[C:20](=[CH:21][CH:22]=[C:23]([O:26][CH:27]([F:28])[F:29])[CH:24]=4)[N:19]([CH2:30][CH2:31][CH2:32][N:33]([CH3:35])[CH3:34])[N:18]=3)[N:15]=2)[NH:10][CH:9]=1)=[O:7])([CH3:4])([CH3:3])[CH3:2]. The yield is 0.811. (2) The reactants are [Cl:1][C:2]1(C2C=CC=C(C(=O)NC)C=2)[CH:7]=[CH:6][C:5]([N:8]([C:12]2[CH:17]=[CH:16][CH:15]=[CH:14][C:13]=2[C:18]([F:21])([F:20])[F:19])[C:9](=[O:11])[NH2:10])=[C:4](NC(O)=O)[CH2:3]1.[CH3:36][NH:37][C:38]([C:40]1[CH:41]=[C:42]([CH:44]=[CH:45][CH:46]=1)[NH2:43])=[O:39].C1C=CC2N(O)N=NC=2C=1.CN1CC[O:61][CH2:60]C1.CCN=C=NCCCN(C)C.Cl. The catalyst is CN(C=O)C.O. The product is [Cl:1][C:2]1([C:60](=[O:61])[NH:43][C:42]2[CH:44]=[CH:45][CH:46]=[C:40]([C:38](=[O:39])[NH:37][CH3:36])[CH:41]=2)[CH:7]=[CH:6][C:5]([N:8]([C:12]2[CH:17]=[CH:16][CH:15]=[CH:14][C:13]=2[C:18]([F:19])([F:21])[F:20])[C:9](=[O:11])[NH2:10])=[CH:4][CH2:3]1. The yield is 0.410. (3) The reactants are [Cl:1][C:2]1[N:7]=[C:6]([C:8]2[CH:13]=[CH:12][CH:11]=[C:10]([O:14][CH3:15])[CH:9]=2)[C:5]([CH2:16][C:17]([O:19]C)=[O:18])=[CH:4][CH:3]=1.CO.O.[OH-].[Na+]. The catalyst is C1COCC1. The product is [Cl:1][C:2]1[N:7]=[C:6]([C:8]2[CH:13]=[CH:12][CH:11]=[C:10]([O:14][CH3:15])[CH:9]=2)[C:5]([CH2:16][C:17]([OH:19])=[O:18])=[CH:4][CH:3]=1. The yield is 0.980. (4) The reactants are C([O:3][C:4](=[O:33])[C:5]1[CH:10]=[CH:9][CH:8]=[C:7]([N:11]2[C:15]([CH3:16])=[CH:14][CH:13]=[C:12]2[C:17]2[CH:22]=[CH:21][CH:20]=[CH:19][C:18]=2[O:23][CH2:24][C:25]2[CH:30]=[CH:29][C:28]([F:31])=[CH:27][C:26]=2[F:32])[CH:6]=1)C.[OH-].[Na+]. The catalyst is CCO. The product is [F:32][C:26]1[CH:27]=[C:28]([F:31])[CH:29]=[CH:30][C:25]=1[CH2:24][O:23][C:18]1[CH:19]=[CH:20][CH:21]=[CH:22][C:17]=1[C:12]1[N:11]([C:7]2[CH:6]=[C:5]([CH:10]=[CH:9][CH:8]=2)[C:4]([OH:33])=[O:3])[C:15]([CH3:16])=[CH:14][CH:13]=1. The yield is 0.930. (5) The reactants are [H-].[Na+].[CH3:3][CH2:4][O:5][C:6]([CH:8]([C:16]([O:18][CH2:19][CH3:20])=[O:17])[CH2:9][C:10]1[CH:15]=[CH:14][CH:13]=[CH:12][CH:11]=1)=[O:7].Cl.[CH2:22]([C:26]1[N:27]([CH2:33][C:34]2[CH:39]=[CH:38][CH:37]=[CH:36][C:35]=2[Cl:40])[C:28](CCl)=[CH:29][N:30]=1)[CH2:23][CH2:24][CH3:25]. The catalyst is CN(C)C=O. The product is [CH2:22]([C:26]1[N:27]([CH2:33][C:34]2[CH:39]=[CH:38][CH:37]=[CH:36][C:35]=2[Cl:40])[C:28]([C:8]([CH2:9][C:10]2[CH:15]=[CH:14][CH:13]=[CH:12][CH:11]=2)([C:6]([O:5][CH2:4][CH3:3])=[O:7])[C:16]([O:18][CH2:19][CH3:20])=[O:17])=[CH:29][N:30]=1)[CH2:23][CH2:24][CH3:25]. The yield is 0.850.